Dataset: NCI-60 drug combinations with 297,098 pairs across 59 cell lines. Task: Regression. Given two drug SMILES strings and cell line genomic features, predict the synergy score measuring deviation from expected non-interaction effect. (1) Cell line: NCI/ADR-RES. Synergy scores: CSS=25.9, Synergy_ZIP=-0.927, Synergy_Bliss=2.98, Synergy_Loewe=-22.7, Synergy_HSA=4.14. Drug 1: C1CC(C1)(C(=O)O)C(=O)O.[NH2-].[NH2-].[Pt+2]. Drug 2: C1CCC(C(C1)N)N.C(=O)(C(=O)[O-])[O-].[Pt+4]. (2) Drug 1: C1=CC(=CC=C1CCCC(=O)O)N(CCCl)CCCl. Drug 2: CC1=C(C=C(C=C1)NC(=O)C2=CC=C(C=C2)CN3CCN(CC3)C)NC4=NC=CC(=N4)C5=CN=CC=C5. Cell line: COLO 205. Synergy scores: CSS=22.3, Synergy_ZIP=-5.51, Synergy_Bliss=-7.12, Synergy_Loewe=-9.85, Synergy_HSA=-8.29. (3) Drug 1: CC=C1C(=O)NC(C(=O)OC2CC(=O)NC(C(=O)NC(CSSCCC=C2)C(=O)N1)C(C)C)C(C)C. Drug 2: CN(CCCl)CCCl.Cl. Cell line: HT29. Synergy scores: CSS=84.7, Synergy_ZIP=0.149, Synergy_Bliss=0.104, Synergy_Loewe=-2.28, Synergy_HSA=-1.22. (4) Drug 1: C1=CC(=CC=C1CCCC(=O)O)N(CCCl)CCCl. Drug 2: CCCCC(=O)OCC(=O)C1(CC(C2=C(C1)C(=C3C(=C2O)C(=O)C4=C(C3=O)C=CC=C4OC)O)OC5CC(C(C(O5)C)O)NC(=O)C(F)(F)F)O. Cell line: NCI/ADR-RES. Synergy scores: CSS=-3.59, Synergy_ZIP=-7.69, Synergy_Bliss=-11.4, Synergy_Loewe=-11.2, Synergy_HSA=-11.0. (5) Drug 1: CC(CN1CC(=O)NC(=O)C1)N2CC(=O)NC(=O)C2. Drug 2: COC1=NC(=NC2=C1N=CN2C3C(C(C(O3)CO)O)O)N. Cell line: COLO 205. Synergy scores: CSS=55.7, Synergy_ZIP=0.222, Synergy_Bliss=4.72, Synergy_Loewe=-10.9, Synergy_HSA=2.47. (6) Cell line: BT-549. Drug 2: CC1=C(C(=O)C2=C(C1=O)N3CC4C(C3(C2COC(=O)N)OC)N4)N. Synergy scores: CSS=34.2, Synergy_ZIP=15.2, Synergy_Bliss=15.0, Synergy_Loewe=11.4, Synergy_HSA=17.9. Drug 1: C1CC(=O)NC(=O)C1N2CC3=C(C2=O)C=CC=C3N. (7) Drug 1: C1=CC(=CC=C1CCCC(=O)O)N(CCCl)CCCl. Drug 2: B(C(CC(C)C)NC(=O)C(CC1=CC=CC=C1)NC(=O)C2=NC=CN=C2)(O)O. Cell line: COLO 205. Synergy scores: CSS=33.8, Synergy_ZIP=-3.98, Synergy_Bliss=-0.699, Synergy_Loewe=1.23, Synergy_HSA=0.861.